From a dataset of Full USPTO retrosynthesis dataset with 1.9M reactions from patents (1976-2016). Predict the reactants needed to synthesize the given product. (1) The reactants are: [CH2:1]([C:3]1[CH:8]=[CH:7][C:6]([C@H:9]2[CH2:14][CH2:13][C@H:12]([CH:15]3[CH2:18][CH2:17][O:16]3)[CH2:11][CH2:10]2)=[CH:5][CH:4]=1)[CH3:2].[C:19]([O:23][C:24](=[O:29])[CH2:25][CH2:26][CH2:27][CH3:28])([CH3:22])([CH3:21])[CH3:20]. Given the product [CH2:26]([CH:25]([CH2:17][CH2:18][CH:15]([OH:16])[C@H:12]1[CH2:11][CH2:10][C@H:9]([C:6]2[CH:5]=[CH:4][C:3]([CH2:1][CH3:2])=[CH:8][CH:7]=2)[CH2:14][CH2:13]1)[C:24]([O:23][C:19]([CH3:22])([CH3:21])[CH3:20])=[O:29])[CH2:27][CH3:28], predict the reactants needed to synthesize it. (2) Given the product [C:1]12([CH2:11][NH:12][CH2:13][C@H:14]([C:15]3[CH:16]=[CH:17][CH:18]=[CH:19][CH:20]=3)[OH:21])[CH2:8][CH:7]3[CH2:6][CH:5]([CH2:4][CH:3]([CH2:9]3)[CH2:2]1)[CH2:10]2, predict the reactants needed to synthesize it. The reactants are: [C:1]12([CH2:11][NH:12][C:13](=O)[C@@H:14]([OH:21])[C:15]3[CH:20]=[CH:19][CH:18]=[CH:17][CH:16]=3)[CH2:10][CH:5]3[CH2:6][CH:7]([CH2:9][CH:3]([CH2:4]3)[CH2:2]1)[CH2:8]2.S(C)C.